This data is from Full USPTO retrosynthesis dataset with 1.9M reactions from patents (1976-2016). The task is: Predict the reactants needed to synthesize the given product. (1) Given the product [CH2:1]([N:8]1[C:13](=[O:14])[C:12]2[C:15]([Br:19])=[C:16]([Br:18])[S:17][C:11]=2[N:10]=[C:9]1[CH:20]([NH:28][CH2:27][CH2:26][N:25]([CH3:29])[CH3:24])[CH2:21][CH3:22])[C:2]1[CH:7]=[CH:6][CH:5]=[CH:4][CH:3]=1, predict the reactants needed to synthesize it. The reactants are: [CH2:1]([N:8]1[C:13](=[O:14])[C:12]2[C:15]([Br:19])=[C:16]([Br:18])[S:17][C:11]=2[N:10]=[C:9]1[CH:20](Br)[CH2:21][CH3:22])[C:2]1[CH:7]=[CH:6][CH:5]=[CH:4][CH:3]=1.[CH3:24][N:25]([CH3:29])[CH2:26][CH2:27][NH2:28]. (2) Given the product [C:11]([O:15][C:16]([N:18]1[CH2:23][CH2:22][CH:21]([C@H:24]([CH3:32])[CH2:25][CH2:26][O:9][C:5]2[CH:6]=[C:7]([CH3:8])[C:2]([Br:1])=[C:3]([CH3:10])[CH:4]=2)[CH2:20][CH2:19]1)=[O:17])([CH3:14])([CH3:13])[CH3:12], predict the reactants needed to synthesize it. The reactants are: [Br:1][C:2]1[C:7]([CH3:8])=[CH:6][C:5]([OH:9])=[CH:4][C:3]=1[CH3:10].[C:11]([O:15][C:16]([N:18]1[CH2:23][CH2:22][CH:21]([C@H:24]([CH3:32])[CH2:25][CH2:26]OS(C)(=O)=O)[CH2:20][CH2:19]1)=[O:17])([CH3:14])([CH3:13])[CH3:12]. (3) Given the product [CH3:39][O:38][C:33]1[CH:34]=[CH:35][CH:36]=[CH:37][C:32]=1[N:31]1[C:29](=[O:30])[NH:28][C:25]2[C:26]1=[N:27][C:48]([C:47]1[CH:50]=[CH:51][CH:52]=[C:45]([O:44][C:43]([F:42])([F:53])[F:54])[CH:46]=1)=[N:23][C:24]=2[C:40]([NH2:41])=[O:21], predict the reactants needed to synthesize it. The reactants are: FC(C1C=CC=CC=1N1C2NCNC=2C(C(N)=[O:21])=NC1)(F)F.[NH2:23]/[C:24](/[C:40]#[N:41])=[C:25](\[NH:28][C:29]([NH:31][C:32]1[CH:37]=[CH:36][CH:35]=[CH:34][C:33]=1[O:38][CH3:39])=[O:30])/[C:26]#[N:27].[F:42][C:43]([F:54])([F:53])[O:44][C:45]1[CH:46]=[C:47]([CH:50]=[CH:51][CH:52]=1)[CH:48]=O. (4) Given the product [CH3:1][O:2][C:3]1[C:11]2[O:10][C:9]([C:12]([F:14])([F:15])[F:13])=[CH:8][C:7]=2[C:6]([C:16](=[O:23])[C:17]([CH3:27])([CH3:22])[C:18]([O:20][CH3:21])=[O:19])=[CH:5][CH:4]=1, predict the reactants needed to synthesize it. The reactants are: [CH3:1][O:2][C:3]1[C:11]2[O:10][C:9]([C:12]([F:15])([F:14])[F:13])=[CH:8][C:7]=2[C:6]([C:16](=[O:23])[CH:17]([CH3:22])[C:18]([O:20][CH3:21])=[O:19])=[CH:5][CH:4]=1.[H-].[Na+].I[CH3:27].[Cl-].[NH4+]. (5) Given the product [N:27]1([C:24]([C:12]2[N:11]=[C:10]([C:7]3[CH:6]=[CH:5][C:4]([CH:1]([CH3:2])[CH3:3])=[CH:9][CH:8]=3)[C:19]3[C:14](=[CH:15][CH:16]=[C:17]([O:20][CH2:21][C:22]#[CH:23])[CH:18]=3)[N:13]=2)=[O:26])[CH2:31][CH:30]=[CH:29][CH2:28]1, predict the reactants needed to synthesize it. The reactants are: [CH:1]([C:4]1[CH:9]=[CH:8][C:7]([C:10]2[C:19]3[C:14](=[CH:15][CH:16]=[C:17]([O:20][CH2:21][C:22]#[CH:23])[CH:18]=3)[N:13]=[C:12]([C:24]([OH:26])=O)[N:11]=2)=[CH:6][CH:5]=1)([CH3:3])[CH3:2].[NH:27]1[CH2:31][CH:30]=[CH:29][CH2:28]1.ClC1C(=O)C(C#N)=C(C#N)C(=O)C=1Cl.O.